From a dataset of Catalyst prediction with 721,799 reactions and 888 catalyst types from USPTO. Predict which catalyst facilitates the given reaction. (1) Reactant: [Mn]([O-])(=O)(=O)=[O:2].[K+].[Cl:7][C:8]1[C:13]([F:14])=[CH:12][C:11]([CH3:15])=[CH:10][N:9]=1.[OH2:16]. Product: [Cl:7][C:8]1[C:13]([F:14])=[CH:12][C:11]([C:15]([OH:2])=[O:16])=[CH:10][N:9]=1. The catalyst class is: 17. (2) Reactant: [Cl:1][C:2]1[CH:7]=[CH:6][CH:5]=[CH:4][C:3]=1[CH2:8][CH2:9][N:10]1[C:19](=[O:20])[C:18]2[CH2:17][CH2:16][CH2:15][CH2:14][C:13]=2[N:12]=[C:11]1[C:21]1[CH:26]=[CH:25][CH:24]=[CH:23][C:22]=1[O:27]C.B(Br)(Br)Br. Product: [Cl:1][C:2]1[CH:7]=[CH:6][CH:5]=[CH:4][C:3]=1[CH2:8][CH2:9][N:10]1[C:19](=[O:20])[C:18]2[CH2:17][CH2:16][CH2:15][CH2:14][C:13]=2[N:12]=[C:11]1[C:21]1[CH:26]=[CH:25][CH:24]=[CH:23][C:22]=1[OH:27]. The catalyst class is: 326. (3) Reactant: [CH:1]([C:4]1[S:8][C:7]([C:9]2[CH:14]=[N:13][CH:12]=[CH:11][N:10]=2)=[N:6][C:5]=1[OH:15])([CH3:3])[CH3:2].[H-].[Na+].C1C=CC(N([S:25]([C:28]([F:31])([F:30])[F:29])(=[O:27])=[O:26])[S:25]([C:28]([F:31])([F:30])[F:29])(=[O:27])=[O:26])=CC=1.O. Product: [CH:1]([C:4]1[S:8][C:7]([C:9]2[CH:14]=[N:13][CH:12]=[CH:11][N:10]=2)=[N:6][C:5]=1[O:15][S:25]([C:28]([F:31])([F:30])[F:29])(=[O:27])=[O:26])([CH3:3])[CH3:2]. The catalyst class is: 3. (4) Reactant: Cl.[OH:2][C:3]1[C:12]([CH3:13])=[C:11]2[C:6]([C:7](=[O:20])[C:8]([CH3:19])=[C:9]([C@H:14]3[CH2:18][CH2:17][CH2:16][NH:15]3)[O:10]2)=[CH:5][CH:4]=1.N1C(C)=CC=C[C:22]=1[CH3:28].ICC.[C:32](Cl)(=[O:34])[CH3:33]. Product: [C:32]([O:2][C:3]1[C:12]([CH3:13])=[C:11]2[C:6]([C:7](=[O:20])[C:8]([CH3:19])=[C:9]([C@H:14]3[CH2:18][CH2:17][CH2:16][N:15]3[CH2:22][CH3:28])[O:10]2)=[CH:5][CH:4]=1)(=[O:34])[CH3:33]. The catalyst class is: 9. (5) Reactant: [F:1][C:2]1[O:6][C:5]([C:7]([OH:9])=O)=[CH:4][CH:3]=1.CN(C(ON1N=NC2C=CC=NC1=2)=[N+](C)C)C.F[P-](F)(F)(F)(F)F.CCN(C(C)C)C(C)C.[NH2:43][C:44]1[CH:45]=[CH:46][C:47]([Cl:66])=[C:48]([C:50]2[N:51]=[C:52]3[N:57]=[CH:56][C:55]([NH:58][C:59](=[O:64])[O:60][CH:61]([CH3:63])[CH3:62])=[CH:54][N:53]3[CH:65]=2)[CH:49]=1. Product: [Cl:66][C:47]1[CH:46]=[CH:45][C:44]([NH:43][C:7]([C:5]2[O:6][C:2]([F:1])=[CH:3][CH:4]=2)=[O:9])=[CH:49][C:48]=1[C:50]1[N:51]=[C:52]2[N:57]=[CH:56][C:55]([NH:58][C:59](=[O:64])[O:60][CH:61]([CH3:62])[CH3:63])=[CH:54][N:53]2[CH:65]=1. The catalyst class is: 3.